Dataset: Forward reaction prediction with 1.9M reactions from USPTO patents (1976-2016). Task: Predict the product of the given reaction. (1) Given the reactants Br[CH2:2][CH2:3][CH2:4][CH2:5][CH2:6][CH2:7][C:8]1[C:14]2[CH:15]=[CH:16][C:17]([OH:19])=[CH:18][C:13]=2[CH2:12][CH2:11][CH2:10][C:9]=1[C:20]1[CH:25]=[C:24]([OH:26])[CH:23]=[CH:22][C:21]=1[F:27].[CH3:28][NH:29][CH2:30][CH2:31][CH2:32][S:33]([CH2:36][CH2:37][CH2:38][C:39]([F:45])([F:44])[C:40]([F:43])([F:42])[F:41])(=[O:35])=[O:34], predict the reaction product. The product is: [F:27][C:21]1[CH:22]=[CH:23][C:24]([OH:26])=[CH:25][C:20]=1[C:9]1[CH2:10][CH2:11][CH2:12][C:13]2[CH:18]=[C:17]([OH:19])[CH:16]=[CH:15][C:14]=2[C:8]=1[CH2:7][CH2:6][CH2:5][CH2:4][CH2:3][CH2:2][N:29]([CH3:28])[CH2:30][CH2:31][CH2:32][S:33]([CH2:36][CH2:37][CH2:38][C:39]([F:45])([F:44])[C:40]([F:41])([F:42])[F:43])(=[O:34])=[O:35]. (2) Given the reactants [F:1][C:2]1[CH:21]=[CH:20][C:5]2[C:6]([C:9]3[CH:14]=[CH:13][C:12]([O:15][CH2:16][C@H:17]4[CH2:19][O:18]4)=[CH:11][CH:10]=3)=[N:7][O:8][C:4]=2[CH:3]=1.[CH2:22]([NH2:29])[C:23]1[CH:28]=[CH:27][CH:26]=[CH:25][CH:24]=1.C(O)C.Cl, predict the reaction product. The product is: [CH2:22]([NH:29][CH2:19][CH:17]([OH:18])[CH2:16][O:15][C:12]1[CH:11]=[CH:10][C:9]([C:6]2[C:5]3[CH:20]=[CH:21][C:2]([F:1])=[CH:3][C:4]=3[O:8][N:7]=2)=[CH:14][CH:13]=1)[C:23]1[CH:28]=[CH:27][CH:26]=[CH:25][CH:24]=1. (3) The product is: [C:2]([O:5][C:6]([N:8]1[CH2:13][CH2:12][C:11]2[C:14]([C:18]#[N:19])=[C:15]([NH:17][C:25](=[O:26])[C:24]3[CH:28]=[CH:29][CH:30]=[C:22]([O:21][CH3:20])[CH:23]=3)[S:16][C:10]=2[CH2:9]1)=[O:7])([CH3:1])([CH3:3])[CH3:4]. Given the reactants [CH3:1][C:2]([O:5][C:6]([N:8]1[CH2:13][CH2:12][C:11]2[C:14]([C:18]#[N:19])=[C:15]([NH2:17])[S:16][C:10]=2[CH2:9]1)=[O:7])([CH3:4])[CH3:3].[CH3:20][O:21][C:22]1[CH:23]=[C:24]([CH:28]=[CH:29][CH:30]=1)[C:25](Cl)=[O:26], predict the reaction product.